Dataset: Forward reaction prediction with 1.9M reactions from USPTO patents (1976-2016). Task: Predict the product of the given reaction. (1) Given the reactants Br[C:2]1[CH:7]=[CH:6][C:5]([CH2:8][OH:9])=[C:4]([F:10])[CH:3]=1.[CH3:11][N:12](C=O)C, predict the reaction product. The product is: [F:10][C:4]1[CH:3]=[C:2]([CH:7]=[CH:6][C:5]=1[CH2:8][OH:9])[C:11]#[N:12]. (2) The product is: [NH2:1][C:4]1[CH:5]=[C:6]2[C:10](=[CH:11][CH:12]=1)[CH2:9][CH:8]([CH2:13][C:14]([O:16][CH2:27][CH3:28])=[O:15])[CH2:7]2. Given the reactants [N+:1]([C:4]1[CH:5]=[C:6]2[C:10](=[CH:11][CH:12]=1)[CH2:9][CH:8]([CH2:13][C:14]([OH:16])=[O:15])[CH2:7]2)([O-])=O.C(=O)(O)[O-].[Na+].S(=O)(=O)(O)O.[CH2:27](O)[CH3:28], predict the reaction product. (3) Given the reactants [C:1]1([CH:7]([CH:9]2[CH2:14][CH2:13][NH:12][CH2:11][CH2:10]2)[OH:8])[CH:6]=[CH:5][CH:4]=[CH:3][CH:2]=1.Cl[C:16]([O:18][CH2:19][C:20]1[CH:25]=[CH:24][CH:23]=[CH:22][CH:21]=1)=[O:17], predict the reaction product. The product is: [CH2:19]([O:18][C:16]([N:12]1[CH2:13][CH2:14][CH:9]([CH:7]([OH:8])[C:1]2[CH:2]=[CH:3][CH:4]=[CH:5][CH:6]=2)[CH2:10][CH2:11]1)=[O:17])[C:20]1[CH:25]=[CH:24][CH:23]=[CH:22][CH:21]=1. (4) Given the reactants [Cl:1][C:2]1[CH:3]=[C:4]([CH:7]=[C:8]([O:10][C:11]2[C:16](=[O:17])[N:15]([CH2:18][C:19]3[CH:24]=[N:23][C:22](Cl)=[CH:21][N:20]=3)[CH:14]=[N:13][C:12]=2[C:26]([F:29])([F:28])[F:27])[CH:9]=1)[C:5]#[N:6].C(O)(C(F)(F)F)=[O:31], predict the reaction product. The product is: [Cl:1][C:2]1[CH:3]=[C:4]([CH:7]=[C:8]([O:10][C:11]2[C:16](=[O:17])[N:15]([CH2:18][C:19]3[CH:24]=[N:23][C:22]([OH:31])=[CH:21][N:20]=3)[CH:14]=[N:13][C:12]=2[C:26]([F:29])([F:28])[F:27])[CH:9]=1)[C:5]#[N:6]. (5) Given the reactants [CH3:1][C:2]1[CH:7]=[C:6]([CH3:8])[CH:5]=[C:4]([CH3:9])[C:3]=1[S:10](Cl)(=[O:12])=[O:11].[CH2:14]1[C:19]2[NH:20][C:21]3[C:26]([C:18]=2[CH2:17][CH:16]([C:27]([NH2:29])=[O:28])[NH:15]1)=[CH:25][CH:24]=[CH:23][CH:22]=3.C(N(CC)CC)C.O, predict the reaction product. The product is: [CH3:1][C:2]1[CH:7]=[C:6]([CH3:8])[CH:5]=[C:4]([CH3:9])[C:3]=1[S:10]([N:15]1[CH:16]([C:27]([NH2:29])=[O:28])[CH2:17][C:18]2[C:26]3[C:21](=[CH:22][CH:23]=[CH:24][CH:25]=3)[NH:20][C:19]=2[CH2:14]1)(=[O:12])=[O:11]. (6) Given the reactants [Br:1][C:2]1[CH:7]=[CH:6][C:5]([C:8]2[N:9]([CH2:16][C@@H:17]3[CH2:21][CH2:20][N:19](C(OC(C)(C)C)=O)[CH2:18]3)[C:10](=[O:15])[C:11]([CH3:14])([CH3:13])[N:12]=2)=[CH:4][CH:3]=1, predict the reaction product. The product is: [Br:1][C:2]1[CH:3]=[CH:4][C:5]([C:8]2[N:9]([CH2:16][C@@H:17]3[CH2:21][CH2:20][NH:19][CH2:18]3)[C:10](=[O:15])[C:11]([CH3:13])([CH3:14])[N:12]=2)=[CH:6][CH:7]=1. (7) Given the reactants [Na+].C([N-:4]C=O)=O.[Cl:7][CH2:8][C:9](=[O:21])[CH2:10][C:11]1[CH:16]=[CH:15][CH:14]=[C:13]([C:17]([F:20])([F:19])[F:18])[CH:12]=1, predict the reaction product. The product is: [ClH:7].[NH2:4][CH2:8][C:9]([CH2:10][C:11]1[CH:16]=[CH:15][CH:14]=[C:13]([C:17]([F:20])([F:19])[F:18])[CH:12]=1)=[O:21].